From a dataset of Full USPTO retrosynthesis dataset with 1.9M reactions from patents (1976-2016). Predict the reactants needed to synthesize the given product. (1) Given the product [Cl:39][C:33]1[CH:34]=[C:35]([Cl:38])[CH:36]=[CH:37][C:32]=1[C:30]1[N:26]=[C:25]([CH:11]2[CH2:12][CH:13]([C:15]3[CH:20]=[CH:19][C:18]([C:21]([F:22])([F:23])[F:24])=[CH:17][CH:16]=3)[CH2:14][N:9]([C:7]([N:1]3[CH2:6][CH2:5][O:4][CH2:3][CH2:2]3)=[O:8])[CH2:10]2)[S:27][CH:29]=1, predict the reactants needed to synthesize it. The reactants are: [N:1]1([C:7]([N:9]2[CH2:14][CH:13]([C:15]3[CH:20]=[CH:19][C:18]([C:21]([F:24])([F:23])[F:22])=[CH:17][CH:16]=3)[CH2:12][CH:11]([C:25](=[S:27])[NH2:26])[CH2:10]2)=[O:8])[CH2:6][CH2:5][O:4][CH2:3][CH2:2]1.Br[CH2:29][C:30]([C:32]1[CH:37]=[CH:36][C:35]([Cl:38])=[CH:34][C:33]=1[Cl:39])=O. (2) Given the product [CH2:1]([N:3]1[CH2:8][C:7]([CH3:9])([CH3:10])[O:6][C:5](=[O:11])[CH:4]1[CH2:12][C:13]([NH:54][CH2:53][C:52]1[CH:55]=[CH:56][CH:57]=[C:50]([CH3:49])[CH:51]=1)=[O:15])[CH3:2], predict the reactants needed to synthesize it. The reactants are: [CH2:1]([N:3]1[CH2:8][C:7]([CH3:10])([CH3:9])[O:6][C:5](=[O:11])[CH:4]1[CH2:12][C:13]([OH:15])=O)[CH3:2].C(N(C(C)C)CC)(C)C.CN(C(ON1N=NC2C=CC=NC1=2)=[N+](C)C)C.F[P-](F)(F)(F)(F)F.[CH3:49][C:50]1[CH:51]=[C:52]([CH:55]=[CH:56][CH:57]=1)[CH2:53][NH2:54].